This data is from Catalyst prediction with 721,799 reactions and 888 catalyst types from USPTO. The task is: Predict which catalyst facilitates the given reaction. (1) Reactant: [CH3:1][N:2]1[C:6]2[N:7]=[CH:8][N:9]([CH2:12][C:13]([F:16])([F:15])[F:14])[C:10](=[O:11])[C:5]=2[C:4]([C:17]2[CH:18]=[N:19][CH:20]=[CH:21][CH:22]=2)=[CH:3]1.[Br:23]Br.C(=O)(O)[O-].[Na+].S([O-])([O-])(=O)=S.[Na+].[Na+]. Product: [Br:23][C:3]1[N:2]([CH3:1])[C:6]2[N:7]=[CH:8][N:9]([CH2:12][C:13]([F:15])([F:16])[F:14])[C:10](=[O:11])[C:5]=2[C:4]=1[C:17]1[CH:18]=[N:19][CH:20]=[CH:21][CH:22]=1. The catalyst class is: 18. (2) The catalyst class is: 8. Product: [Br:1][C:2]1[CH:3]=[CH:4][C:5]([C:8](=[O:17])[C:9]([C:10]2[CH:15]=[CH:14][N:13]=[C:12]([F:16])[CH:11]=2)=[N:23][OH:22])=[CH:6][CH:7]=1. Reactant: [Br:1][C:2]1[CH:7]=[CH:6][C:5]([C:8](=[O:17])[CH2:9][C:10]2[CH:15]=[CH:14][N:13]=[C:12]([F:16])[CH:11]=2)=[CH:4][CH:3]=1.C([O:22][N:23]=O)(C)(C)C.Cl. (3) Reactant: C([N:8]1[C:16]2[C:15](=[O:17])[N:14]([CH2:18][CH2:19][CH2:20][CH2:21][Br:22])[C:13](=[O:23])[N:12]([CH3:24])[C:11]=2[N:10]=[CH:9]1)C1C=CC=CC=1.[H][H]. Product: [Br:22][CH2:21][CH2:20][CH2:19][CH2:18][N:14]1[C:15](=[O:17])[C:16]2[NH:8][CH:9]=[N:10][C:11]=2[N:12]([CH3:24])[C:13]1=[O:23]. The catalyst class is: 105. (4) Reactant: CS(O)(=O)=O.C([O:13][CH2:14][C:15]1([C:23]([O:25][CH2:26][CH3:27])=[O:24])[CH2:20][CH2:19][C:18]([F:22])([F:21])[CH2:17][CH2:16]1)C1C=CC=CC=1. Product: [F:21][C:18]1([F:22])[CH2:17][CH2:16][C:15]([CH2:14][OH:13])([C:23]([O:25][CH2:26][CH3:27])=[O:24])[CH2:20][CH2:19]1. The catalyst class is: 2. (5) Reactant: [CH:1]([N:14]1[CH2:17][CH:16]([OH:18])[CH2:15]1)([C:8]1[CH:13]=[CH:12][CH:11]=[CH:10][CH:9]=1)[C:2]1[CH:7]=[CH:6][CH:5]=[CH:4][CH:3]=1.[H-].[Na+].[CH3:21]I. Product: [CH:1]([N:14]1[CH2:17][CH:16]([O:18][CH3:21])[CH2:15]1)([C:8]1[CH:13]=[CH:12][CH:11]=[CH:10][CH:9]=1)[C:2]1[CH:3]=[CH:4][CH:5]=[CH:6][CH:7]=1. The catalyst class is: 9.